This data is from Full USPTO retrosynthesis dataset with 1.9M reactions from patents (1976-2016). The task is: Predict the reactants needed to synthesize the given product. (1) Given the product [C:10]1([NH:9][C:5]2[NH:4][C:3](=[O:2])[CH:8]=[CH:7][N:6]=2)[CH:11]=[CH:12][CH:13]=[CH:14][CH:15]=1, predict the reactants needed to synthesize it. The reactants are: C[O:2][C:3]1[CH:8]=[CH:7][N:6]=[C:5]([NH:9][C:10]2[CH:15]=[CH:14][CH:13]=[CH:12][CH:11]=2)[N:4]=1.Br.[OH-].[Na+]. (2) Given the product [C:1]1([CH:7]2[CH2:9][CH:8]2[C:10]([N:13]([C:14]2[N:19]=[N:18][C:17]([N:20]3[CH2:21][CH2:22][N:23]([C:26](=[O:27])[C:28]4[CH:33]=[CH:32][CH:31]=[CH:30][C:29]=4[C:34]([F:37])([F:36])[F:35])[CH2:24][CH2:25]3)=[CH:16][CH:15]=2)[C:10]([CH:8]2[CH2:9][CH:7]2[C:1]2[CH:6]=[CH:5][CH:4]=[CH:3][CH:2]=2)=[O:11])=[O:11])[CH:6]=[CH:5][CH:4]=[CH:3][CH:2]=1, predict the reactants needed to synthesize it. The reactants are: [C:1]1([CH:7]2[CH2:9][CH:8]2[C:10](Cl)=[O:11])[CH:6]=[CH:5][CH:4]=[CH:3][CH:2]=1.[NH2:13][C:14]1[N:19]=[N:18][C:17]([N:20]2[CH2:25][CH2:24][N:23]([C:26]([C:28]3[CH:33]=[CH:32][CH:31]=[CH:30][C:29]=3[C:34]([F:37])([F:36])[F:35])=[O:27])[CH2:22][CH2:21]2)=[CH:16][CH:15]=1.